Dataset: Forward reaction prediction with 1.9M reactions from USPTO patents (1976-2016). Task: Predict the product of the given reaction. (1) Given the reactants [Br:1][CH:2]([CH:6]([CH3:8])[CH3:7])[C:3](Cl)=[O:4].N1C=CC=CC=1.Cl.[CH3:16][O:17][C:18]1[CH:19]=[C:20]2[C:25](=[CH:26][C:27]=1[O:28][CH3:29])[CH2:24][NH:23][CH2:22][CH2:21]2, predict the reaction product. The product is: [CH3:16][O:17][C:18]1[CH:19]=[C:20]2[C:25](=[CH:26][C:27]=1[O:28][CH3:29])[CH2:24][N:23]([C:3](=[O:4])[CH:2]([Br:1])[CH:6]([CH3:8])[CH3:7])[CH2:22][CH2:21]2. (2) Given the reactants N1(O[C:11]2[N:16]=[C:15]([NH:17][C:18]3[CH:19]=[C:20]([CH3:24])[CH:21]=[CH:22][CH:23]=3)[C:14]([C:25]([NH2:27])=[O:26])=[CH:13][N:12]=2)C2C=CC=CC=2N=N1.[F:28][C@H:29]1[CH2:34][CH2:33][CH2:32][C@@H:31]([NH2:35])[C@H:30]1[NH2:36].CCN(C(C)C)C(C)C, predict the reaction product. The product is: [NH2:36][C@H:30]1[C@@H:29]([F:28])[CH2:34][CH2:33][CH2:32][C@H:31]1[NH:35][C:11]1[N:16]=[C:15]([NH:17][C:18]2[CH:19]=[C:20]([CH3:24])[CH:21]=[CH:22][CH:23]=2)[C:14]([C:25]([NH2:27])=[O:26])=[CH:13][N:12]=1.[NH2:35][C@H:31]1[CH2:32][CH2:33][CH2:34][C@@H:29]([F:28])[C@H:30]1[NH:36][C:11]1[N:16]=[C:15]([NH:17][C:18]2[CH:19]=[C:20]([CH3:24])[CH:21]=[CH:22][CH:23]=2)[C:14]([C:25]([NH2:27])=[O:26])=[CH:13][N:12]=1.